Predict which catalyst facilitates the given reaction. From a dataset of Catalyst prediction with 721,799 reactions and 888 catalyst types from USPTO. (1) Reactant: [C:1](OC(=O)C)(=[O:3])[CH3:2].C(N(CC)CC)C.[S:15]1[CH:19]=[CH:18][C:17]2[C:20]([N:24]3[CH2:29][CH2:28][N:27]([CH2:30][CH2:31][CH2:32][O:33][C:34]4[N:38]([CH3:39])[N:37]=[C:36]([NH2:40])[CH:35]=4)[CH2:26][CH2:25]3)=[CH:21][CH:22]=[CH:23][C:16]1=2.C(=O)([O-])[O-].[K+].[K+]. Product: [S:15]1[CH:19]=[CH:18][C:17]2[C:20]([N:24]3[CH2:25][CH2:26][N:27]([CH2:30][CH2:31][CH2:32][O:33][C:34]4[N:38]([CH3:39])[N:37]=[C:36]([NH:40][C:1](=[O:3])[CH3:2])[CH:35]=4)[CH2:28][CH2:29]3)=[CH:21][CH:22]=[CH:23][C:16]1=2. The catalyst class is: 4. (2) The catalyst class is: 300. Product: [C:12]1([S:18]([N:6]2[CH2:7][C@H:8]([OH:10])[CH2:9][C@H:5]2[C:4]([O:3][CH3:2])=[O:11])(=[O:20])=[O:19])[CH:17]=[CH:16][CH:15]=[CH:14][CH:13]=1. Reactant: Cl.[CH3:2][O:3][C:4](=[O:11])[C@@H:5]1[CH2:9][C@@H:8]([OH:10])[CH2:7][NH:6]1.[C:12]1([S:18](Cl)(=[O:20])=[O:19])[CH:17]=[CH:16][CH:15]=[CH:14][CH:13]=1. (3) Reactant: [C:1]([O:5][C:6]([NH:8][C@@H:9]1[C@H:14]([NH:15][C:16]2[N:21]=[C:20](Cl)[C:19]3[C:23](=[O:33])[N:24]([C:26]([O:28][C:29]([CH3:32])([CH3:31])[CH3:30])=[O:27])[CH2:25][C:18]=3[C:17]=2[F:34])[CH2:13][CH2:12][O:11][CH2:10]1)=[O:7])([CH3:4])([CH3:3])[CH3:2].[F:35][C:36]1[CH:37]=[C:38](B2OC(C)(C)C(C)(C)O2)[S:39][CH:40]=1.P([O-])([O-])([O-])=O.[K+].[K+].[K+]. Product: [C:1]([O:5][C:6]([NH:8][C@@H:9]1[C@H:14]([NH:15][C:16]2[N:21]=[C:20]([C:38]3[S:39][CH:40]=[C:36]([F:35])[CH:37]=3)[C:19]3[C:23](=[O:33])[N:24]([C:26]([O:28][C:29]([CH3:32])([CH3:31])[CH3:30])=[O:27])[CH2:25][C:18]=3[C:17]=2[F:34])[CH2:13][CH2:12][O:11][CH2:10]1)=[O:7])([CH3:4])([CH3:3])[CH3:2]. The catalyst class is: 108.